From a dataset of Full USPTO retrosynthesis dataset with 1.9M reactions from patents (1976-2016). Predict the reactants needed to synthesize the given product. Given the product [CH2:34]([NH:38][C:15]([CH2:14][N:12]1[CH:13]=[C:9]([C:3]2[CH:4]=[CH:5][C:6]([Cl:8])=[CH:7][C:2]=2[Cl:1])[N:10]=[C:11]1/[CH:18]=[CH:19]/[C:20]1[CH:25]=[CH:24][C:23]([C:26]2[CH:27]=[CH:28][C:29]([O:32][CH2:33][CH2:48][CH2:49][C:50]([OH:52])=[O:51])=[CH:30][CH:31]=2)=[CH:22][CH:21]=1)=[O:16])[CH2:35][CH2:36][CH3:37], predict the reactants needed to synthesize it. The reactants are: [Cl:1][C:2]1[CH:7]=[C:6]([Cl:8])[CH:5]=[CH:4][C:3]=1[C:9]1[N:10]=[C:11](/[CH:18]=[CH:19]/[C:20]2[CH:25]=[CH:24][C:23]([C:26]3[CH:31]=[CH:30][C:29]([O:32][CH3:33])=[CH:28][CH:27]=3)=[CH:22][CH:21]=2)[N:12]([CH2:14][C:15](O)=[O:16])[CH:13]=1.[CH2:34]([NH2:38])[CH2:35][CH2:36][CH3:37].C1(O)C=CC=CC=1.BrC[CH2:48][CH2:49][C:50]([O:52]C)=[O:51].